From a dataset of Forward reaction prediction with 1.9M reactions from USPTO patents (1976-2016). Predict the product of the given reaction. (1) Given the reactants [Br:1][C:2]1[CH:3]=[CH:4][C:5]2[S:9][C:8]([CH2:10][CH2:11]O)=[N:7][C:6]=2[CH:13]=1.S(Cl)(C)(=O)=O.C(=O)([O-])[O-].[K+].[K+].Cl.[CH3:26][C@@H:27]1[CH2:31][CH2:30][CH2:29][NH:28]1, predict the reaction product. The product is: [Br:1][C:2]1[CH:3]=[CH:4][C:5]2[S:9][C:8]([CH2:10][CH2:11][N:28]3[CH2:29][CH2:30][CH2:31][CH:27]3[CH3:26])=[N:7][C:6]=2[CH:13]=1. (2) The product is: [F:14][C:5]1[C:4]([F:15])=[C:3]([CH2:2][NH:1][C:16]([N:34]2[CH2:39][CH2:38][CH:37]([CH2:40][OH:41])[CH2:36][CH2:35]2)=[O:17])[CH:13]=[CH:12][C:6]=1[C:7]([OH:9])=[O:8]. Given the reactants [NH2:1][CH2:2][C:3]1[CH:13]=[CH:12][C:6]([C:7]([O:9]CC)=[O:8])=[C:5]([F:14])[C:4]=1[F:15].[C:16](=O)(ON1C(=O)CCC1=O)[O:17]N1C(=O)CCC1=O.[NH:34]1[CH2:39][CH2:38][CH:37]([CH2:40][OH:41])[CH2:36][CH2:35]1.[Li+].[OH-].Cl, predict the reaction product. (3) Given the reactants [C:1](C1NC=CN=1)(C1NC=CN=1)=[O:2].C1COCC1.[Br:18][C:19]1[C:20]([NH:25][NH2:26])=[N:21][CH:22]=[CH:23][CH:24]=1, predict the reaction product. The product is: [Br:18][C:19]1[C:20]2[N:21]([C:1](=[O:2])[NH:26][N:25]=2)[CH:22]=[CH:23][CH:24]=1. (4) Given the reactants [CH:1]1[N:5]2[C:6]3[C:11]([CH2:12][CH2:13][C:4]2=[C:3](/[CH:14]=[C:15]2/[C:16](=[O:28])[N:17]([C:21]([O:23][C:24]([CH3:27])([CH3:26])[CH3:25])=[O:22])[CH2:18][CH2:19][CH2:20]/2)[N:2]=1)=[CH:10][CH:9]=[CH:8][CH:7]=3, predict the reaction product. The product is: [CH:1]1[N:5]2[C:6]3[C:11]([CH2:12][CH2:13][C:4]2=[C:3]([CH2:14][CH:15]2[CH2:20][CH2:19][CH2:18][N:17]([C:21]([O:23][C:24]([CH3:26])([CH3:25])[CH3:27])=[O:22])[C:16]2=[O:28])[N:2]=1)=[CH:10][CH:9]=[CH:8][CH:7]=3.